Dataset: Full USPTO retrosynthesis dataset with 1.9M reactions from patents (1976-2016). Task: Predict the reactants needed to synthesize the given product. (1) Given the product [C:1]1([S:11]([N:14]2[CH2:15][CH2:16][N:17]([C:20]([O:22][C:23]3[CH:28]=[CH:27][C:26]([N+:57]([O-:59])=[O:58])=[CH:25][CH:24]=3)=[O:21])[CH2:18][CH2:19]2)(=[O:13])=[O:12])[C:10]2[C:5](=[CH:6][CH:7]=[CH:8][CH:9]=2)[CH:4]=[CH:3][CH:2]=1, predict the reactants needed to synthesize it. The reactants are: [C:1]1([S:11]([N:14]2[CH2:19][CH2:18][N:17]([C:20]([O:22][C:23]3[CH:28]=[CH:27][CH:26]=[CH:25][C:24]=3[N+]([O-])=O)=[O:21])[CH2:16][CH2:15]2)(=[O:13])=[O:12])[C:10]2[C:5](=[CH:6][CH:7]=[CH:8][CH:9]=2)[CH:4]=[CH:3][CH:2]=1.C1(S(N2CCNCC2)(=O)=O)C2C(=CC=CC=2)C=CC=1.C(NCC)(C)C.[N+:57](C1C=CC(OC(Cl)=O)=CC=1)([O-:59])=[O:58]. (2) Given the product [C:13]([O:12][C:10]([N:9]([C:5]1[CH:6]=[CH:7][CH:8]=[C:3]([C:1]#[N:2])[CH:4]=1)[N:17]([CH2:18][CH2:19][CH3:20])[C:21]([NH:23][C:24]1[CH:29]=[CH:28][C:27]([C:40]2[C:39]([S:36]([NH:35][C:31]([CH3:34])([CH3:33])[CH3:32])(=[O:37])=[O:38])=[CH:44][CH:43]=[CH:42][CH:41]=2)=[CH:26][CH:25]=1)=[O:22])=[O:11])([CH3:16])([CH3:15])[CH3:14], predict the reactants needed to synthesize it. The reactants are: [C:1]([C:3]1[CH:4]=[C:5]([N:9]([N:17]([C:21]([NH:23][C:24]2[CH:29]=[CH:28][C:27](I)=[CH:26][CH:25]=2)=[O:22])[CH2:18][CH2:19][CH3:20])[C:10]([O:12][C:13]([CH3:16])([CH3:15])[CH3:14])=[O:11])[CH:6]=[CH:7][CH:8]=1)#[N:2].[C:31]([NH:35][S:36]([C:39]1[CH:44]=[CH:43][CH:42]=[CH:41][C:40]=1B(O)O)(=[O:38])=[O:37])([CH3:34])([CH3:33])[CH3:32].C(=O)([O-])[O-].[Na+].[Na+]. (3) Given the product [Br:1][C:2]1[CH:3]=[N:4][C:5]2[N:6]([N:8]=[C:9]([C:11]([N:16]3[CH2:17][CH2:18][C:19]4[C:24](=[CH:23][CH:22]=[CH:21][C:20]=4[C:25]4[CH:30]=[CH:29][N:28]=[CH:27][CH:26]=4)[CH:15]3[CH3:14])=[O:13])[CH:10]=2)[CH:7]=1, predict the reactants needed to synthesize it. The reactants are: [Br:1][C:2]1[CH:3]=[N:4][C:5]2[N:6]([N:8]=[C:9]([C:11]([OH:13])=O)[CH:10]=2)[CH:7]=1.[CH3:14][CH:15]1[C:24]2[C:19](=[C:20]([C:25]3[CH:30]=[CH:29][N:28]=[CH:27][CH:26]=3)[CH:21]=[CH:22][CH:23]=2)[CH2:18][CH2:17][NH:16]1. (4) Given the product [F:31][C:25]1[CH:26]=[CH:27][CH:28]=[C:29]([F:30])[C:24]=1[NH:23][C:22]([N:19]1[CH2:20][CH2:21][CH:16]([C:13]2[C:12]3[C:7](=[CH:8][CH:9]=[C:10]([F:33])[CH:11]=3)[CH:6]=[C:5]([CH2:4][C:3]([OH:34])=[O:2])[C:14]=2[CH3:15])[CH2:17][CH2:18]1)=[O:32], predict the reactants needed to synthesize it. The reactants are: C[O:2][C:3](=[O:34])[CH2:4][C:5]1[C:14]([CH3:15])=[C:13]([CH:16]2[CH2:21][CH2:20][N:19]([C:22](=[O:32])[NH:23][C:24]3[C:29]([F:30])=[CH:28][CH:27]=[CH:26][C:25]=3[F:31])[CH2:18][CH2:17]2)[C:12]2[C:7](=[CH:8][CH:9]=[C:10]([F:33])[CH:11]=2)[CH:6]=1.O.[OH-].[Li+]. (5) Given the product [Br:1][C:2]1[CH:3]=[N:4][C:5]2[N:6]([N:8]=[C:9]([C:11]([N:13]3[CH2:18][CH2:17][C:16]4[CH:19]=[CH:20][N:21]([C:27]5[NH:26][N:25]=[N:24][N:23]=5)[C:15]=4[CH:14]3[CH3:22])=[O:12])[CH:10]=2)[CH:7]=1, predict the reactants needed to synthesize it. The reactants are: [Br:1][C:2]1[CH:3]=[N:4][C:5]2[N:6]([N:8]=[C:9]([C:11]([N:13]3[CH2:18][CH2:17][C:16]4[CH:19]=[CH:20][NH:21][C:15]=4[CH:14]3[CH3:22])=[O:12])[CH:10]=2)[CH:7]=1.[NH:23]1[CH:27]=[N:26][N:25]=[N:24]1.